This data is from Full USPTO retrosynthesis dataset with 1.9M reactions from patents (1976-2016). The task is: Predict the reactants needed to synthesize the given product. (1) The reactants are: [F:1][C:2]([F:14])([F:13])[CH2:3][CH2:4][C:5]1[N:10]=[CH:9]C(C#N)=[CH:7][CH:6]=1.[OH-:15].[K+].[CH3:17][CH2:18][OH:19]. Given the product [F:1][C:2]([F:14])([F:13])[CH2:3][CH2:4][C:5]1[N:10]=[CH:9][C:17]([C:18]([OH:15])=[O:19])=[CH:7][CH:6]=1, predict the reactants needed to synthesize it. (2) Given the product [CH3:8][C:9]1([CH3:11])[O:6][CH:2]([CH2:3][CH2:4][OH:5])[CH2:1][O:7]1, predict the reactants needed to synthesize it. The reactants are: [CH2:1]([OH:7])[CH:2]([OH:6])[CH2:3][CH2:4][OH:5].[CH3:8][C:9]([CH3:11])=O.C(N(CC)CC)C. (3) The reactants are: [Cl:1][C:2]1[N:7]=[C:6]([Cl:8])[C:5]([CH:9](O)[CH3:10])=[CH:4][N:3]=1.C(N(C(C)C)CC)(C)C.P(Br)(Br)([Br:23])=O. Given the product [Cl:1][C:2]1[N:7]=[C:6]([Cl:8])[C:5]([CH:9]([Br:23])[CH3:10])=[CH:4][N:3]=1, predict the reactants needed to synthesize it. (4) Given the product [CH2:1]([C:5]1[N:6]=[C:7]([NH2:23])[C:8]2[N:13]([CH2:14][O:15][CH2:16][CH2:17][Si:18]([CH3:21])([CH3:20])[CH3:19])[CH:12]=[C:11]([C:29]#[C:28][CH2:27][CH2:26][CH2:25][CH2:24][N:30]3[CH2:31][CH2:32][CH2:33][CH2:34][CH2:35]3)[C:9]=2[N:10]=1)[CH2:2][CH2:3][CH3:4], predict the reactants needed to synthesize it. The reactants are: [CH2:1]([C:5]1[N:6]=[C:7]([NH2:23])[C:8]2[N:13]([CH2:14][O:15][CH2:16][CH2:17][Si:18]([CH3:21])([CH3:20])[CH3:19])[CH:12]=[C:11](I)[C:9]=2[N:10]=1)[CH2:2][CH2:3][CH3:4].[CH2:24]([N:30]1[CH2:35][CH2:34][CH2:33][CH2:32][CH2:31]1)[CH2:25][CH2:26][CH2:27][C:28]#[CH:29].C(N(CC)CC)C. (5) Given the product [ClH:36].[C:18]1([C:17]2[C:13]([C:10]3[CH:11]=[CH:12][C:7]([OH:6])=[CH:8][CH:9]=3)=[N:14][O:15][C:16]=2[C:24]2([CH2:27][N:28]3[CH2:29][CH2:30][S:31][CH2:32][CH2:33]3)[CH2:26][CH2:25]2)[CH:23]=[CH:22][CH:21]=[CH:20][CH:19]=1, predict the reactants needed to synthesize it. The reactants are: C([Si](C)(C)[O:6][C:7]1[CH:12]=[CH:11][C:10]([C:13]2[C:17]([C:18]3[CH:23]=[CH:22][CH:21]=[CH:20][CH:19]=3)=[C:16]([C:24]3([CH2:27][N:28]4[CH2:33][CH2:32][S:31][CH2:30][CH2:29]4)[CH2:26][CH2:25]3)[O:15][N:14]=2)=[CH:9][CH:8]=1)(C)(C)C.[ClH:36].